From a dataset of Forward reaction prediction with 1.9M reactions from USPTO patents (1976-2016). Predict the product of the given reaction. Given the reactants [Cl:1][C:2]1[CH:7]=[CH:6][C:5]([C:8]2[N:12]([CH:13]3[CH2:15][CH2:14]3)[C:11](=[O:16])[N:10]([CH2:17][C:18]([NH:20][NH2:21])=O)[N:9]=2)=[CH:4][CH:3]=1.Cl.[CH3:23][C:24]([C:29]1[CH:34]=[CH:33][CH:32]=[C:31]([C:35]([F:38])([F:37])[F:36])[CH:30]=1)([CH3:28])[C:25](=N)[NH2:26].C[O-].[Na+], predict the reaction product. The product is: [Cl:1][C:2]1[CH:7]=[CH:6][C:5]([C:8]2[N:12]([CH:13]3[CH2:15][CH2:14]3)[C:11](=[O:16])[N:10]([CH2:17][C:18]3[NH:26][C:25]([C:24]([C:29]4[CH:34]=[CH:33][CH:32]=[C:31]([C:35]([F:36])([F:38])[F:37])[CH:30]=4)([CH3:28])[CH3:23])=[N:21][N:20]=3)[N:9]=2)=[CH:4][CH:3]=1.